From a dataset of Full USPTO retrosynthesis dataset with 1.9M reactions from patents (1976-2016). Predict the reactants needed to synthesize the given product. (1) Given the product [CH3:1][O:2][C:3]([C:4]1([C:5]2[CH:10]=[CH:9][C:8]([F:11])=[CH:7][CH:6]=2)[CH2:15][CH2:14][CH2:13][N:12]1[C:17]([O:19][C:20]([CH3:23])([CH3:22])[CH3:21])=[O:18])=[O:24], predict the reactants needed to synthesize it. The reactants are: [CH3:1][O:2][C:3](=[O:24])[CH:4]([N:12]([C:17]([O:19][C:20]([CH3:23])([CH3:22])[CH3:21])=[O:18])[CH2:13][CH2:14][CH2:15]Cl)[C:5]1[CH:10]=[CH:9][C:8]([F:11])=[CH:7][CH:6]=1.C(=O)([O-])[O-].[K+].[K+]. (2) The reactants are: [Cl:1][C:2]1[CH:35]=[CH:34][C:5]([CH2:6][N:7]2[C:15]3[C:10](=[CH:11][C:12]([CH:16]=[C:17]4[S:21][C:20](=[O:22])[N:19]([CH2:23][C@H:24]([OH:32])[CH2:25][N:26]5CC[C@@H:28]([F:31])[CH2:27]5)[C:18]4=[O:33])=[CH:13][CH:14]=3)[CH:9]=[N:8]2)=[C:4]([C:36]([F:39])([F:38])[F:37])[CH:3]=1.FCCN. Given the product [Cl:1][C:2]1[CH:35]=[CH:34][C:5]([CH2:6][N:7]2[C:15]3[C:10](=[CH:11][C:12]([CH:16]=[C:17]4[S:21][C:20](=[O:22])[N:19]([CH2:23][C@H:24]([OH:32])[CH2:25][NH:26][CH2:27][CH2:28][F:31])[C:18]4=[O:33])=[CH:13][CH:14]=3)[CH:9]=[N:8]2)=[C:4]([C:36]([F:38])([F:37])[F:39])[CH:3]=1, predict the reactants needed to synthesize it. (3) Given the product [OH:15][CH2:14][C:13]1[CH:18]=[CH:19][C:20]([CH2:22][OH:23])=[CH:21][C:12]=1[C:8]1[CH:9]=[CH:10][CH:11]=[C:6]([O:5][CH2:4][CH2:3][CH:2]([CH3:1])[CH2:26][CH2:27][CH2:28][CH:29]([CH3:31])[CH3:30])[CH:7]=1, predict the reactants needed to synthesize it. The reactants are: [CH3:1][CH:2]([CH2:26][CH2:27][CH2:28][CH:29]([CH3:31])[CH3:30])[CH2:3][CH2:4][O:5][C:6]1[CH:7]=[C:8]([C:12]2[CH:21]=[C:20]([C:22](OC)=[O:23])[CH:19]=[CH:18][C:13]=2[C:14](OC)=[O:15])[CH:9]=[CH:10][CH:11]=1. (4) Given the product [F:25][C:26]1[CH:31]=[CH:30][CH:29]=[CH:28][C:27]=1[C:32]1[CH:33]=[N:34][C:35]([N:38]2[C:46]3[C:41](=[CH:42][CH:43]=[C:44]([C:47]([N:56]([CH2:55][C:54]([OH:59])([CH3:58])[CH3:53])[CH3:57])=[O:48])[CH:45]=3)[C:40]([S:50]([CH3:52])=[O:51])=[CH:39]2)=[N:36][CH:37]=1, predict the reactants needed to synthesize it. The reactants are: CN(C(ON1N=NC2C=CC=NC1=2)=[N+](C)C)C.F[P-](F)(F)(F)(F)F.[F:25][C:26]1[CH:31]=[CH:30][CH:29]=[CH:28][C:27]=1[C:32]1[CH:33]=[N:34][C:35]([N:38]2[C:46]3[C:41](=[CH:42][CH:43]=[C:44]([C:47](O)=[O:48])[CH:45]=3)[C:40]([S:50]([CH3:52])=[O:51])=[CH:39]2)=[N:36][CH:37]=1.[CH3:53][C:54]([OH:59])([CH3:58])[CH2:55][NH:56][CH3:57]. (5) The reactants are: [CH:1]1([C:4]2[C:5]([N:13]3[CH2:18][CH2:17][N:16]([C:19]([C:21]4[CH:26]=[CH:25][C:24](I)=[CH:23][CH:22]=4)=[O:20])[CH2:15][CH2:14]3)=[N:6][CH:7]=[C:8]([CH:10]3[CH2:12][CH2:11]3)[CH:9]=2)[CH2:3][CH2:2]1.[CH2:28]([O:30][C:31](=[O:34])[NH:32][CH3:33])[CH3:29]. Given the product [CH2:28]([O:30][C:31](=[O:34])[NH:32][CH2:33][C:24]1[CH:25]=[CH:26][C:21]([C:19]([N:16]2[CH2:17][CH2:18][N:13]([C:5]3[C:4]([CH:1]4[CH2:3][CH2:2]4)=[CH:9][C:8]([CH:10]4[CH2:11][CH2:12]4)=[CH:7][N:6]=3)[CH2:14][CH2:15]2)=[O:20])=[CH:22][CH:23]=1)[CH3:29], predict the reactants needed to synthesize it. (6) The reactants are: [CH3:1][NH:2][C:3](=[S:6])[NH:4][NH2:5].[CH3:7]I.[C:9](O)([C:11]([F:14])([F:13])[F:12])=O. Given the product [CH3:1][N:2]1[C:9]([C:11]([F:14])([F:13])[F:12])=[N:5][N:4]=[C:3]1[S:6][CH3:7], predict the reactants needed to synthesize it. (7) Given the product [NH2:41][C:42]1[N:43]=[CH:44][C:45]([C:31]2[CH:32]=[CH:33][C:34]([O:35][CH3:36])=[C:29]([CH:30]=2)[CH2:28][N:15]([C:16]([C:18]2[S:22][C:21]3[CH:23]=[CH:24][CH:25]=[CH:26][C:20]=3[C:19]=2[Cl:27])=[O:17])[CH:12]2[CH2:13][CH2:14][CH:9]([N:8]([CH3:40])[C:1](=[O:2])[O:3][C:4]([CH3:6])([CH3:7])[CH3:5])[CH2:10][CH2:11]2)=[CH:46][CH:47]=1, predict the reactants needed to synthesize it. The reactants are: [C:1]([N:8]([CH3:40])[CH:9]1[CH2:14][CH2:13][CH:12]([N:15]([CH2:28][C:29]2[CH:30]=[C:31](B(O)O)[CH:32]=[CH:33][C:34]=2[O:35][CH3:36])[C:16]([C:18]2[S:22][C:21]3[CH:23]=[CH:24][CH:25]=[CH:26][C:20]=3[C:19]=2[Cl:27])=[O:17])[CH2:11][CH2:10]1)([O:3][C:4]([CH3:7])([CH3:6])[CH3:5])=[O:2].[NH2:41][C:42]1[CH:47]=[CH:46][C:45](Br)=[CH:44][N:43]=1.